Predict the reaction yield, written as a fraction of the theoretical maximum amount of product (1.0 means a 100% yield; for example, 0.34 means a 34% yield). From a dataset of Reaction yield outcomes from USPTO patents with 853,638 reactions. (1) The reactants are [CH3:1][O:2][C:3]1[CH:4]=[C:5]([CH:20]=[CH:21][CH:22]=1)[C:6]([N:8]1[C:17]2[C:12](=[CH:13][CH:14]=[CH:15][CH:16]=2)[CH:11](O)[CH2:10][CH:9]1[CH3:19])=[O:7].[NH:23]1[C:32]2[C:27](=[CH:28][C:29]([O:33][CH2:34][CH2:35][CH2:36][CH2:37][C:38]([O:40][CH2:41][CH3:42])=[O:39])=[CH:30][CH:31]=2)[CH2:26][CH2:25][CH2:24]1. No catalyst specified. The product is [CH3:1][O:2][C:3]1[CH:4]=[C:5]([CH:20]=[CH:21][CH:22]=1)[C:6]([N:8]1[C:17]2[C:12](=[CH:13][CH:14]=[CH:15][CH:16]=2)[CH:11]([N:23]2[C:32]3[C:27](=[CH:28][C:29]([O:33][CH2:34][CH2:35][CH2:36][CH2:37][C:38]([O:40][CH2:41][CH3:42])=[O:39])=[CH:30][CH:31]=3)[CH2:26][CH2:25][CH2:24]2)[CH2:10][CH:9]1[CH3:19])=[O:7]. The yield is 0.260. (2) The reactants are Cl[C:2]1[N:6]([CH3:7])[N:5]=[CH:4][C:3]=1[N+:8]([O-:10])=[O:9].NC1C=NN(C)C=1[N:17]1[CH2:23][CH2:22][CH2:21][CH:20]([NH:24][C:25](=[O:31])[O:26][C:27]([CH3:30])([CH3:29])[CH3:28])[CH2:19]C1.N1CCC[C@H](NC(=O)OC(C)(C)C)C1.CCN(C(C)C)C(C)C. The catalyst is CCO. The product is [CH3:7][N:6]1[C:2]([N:17]2[CH2:23][CH2:22][CH2:21][C@H:20]([NH:24][C:25](=[O:31])[O:26][C:27]([CH3:28])([CH3:29])[CH3:30])[CH2:19]2)=[C:3]([N+:8]([O-:10])=[O:9])[CH:4]=[N:5]1. The yield is 0.751.